This data is from Full USPTO retrosynthesis dataset with 1.9M reactions from patents (1976-2016). The task is: Predict the reactants needed to synthesize the given product. Given the product [F:23][C:24]1[CH:31]=[CH:30][CH:29]=[CH:28][C:25]=1[CH2:26][N:11]1[C:12]2[C:17](=[CH:16][CH:15]=[CH:14][CH:13]=2)[C:18](=[O:19])[C:9]([C:7](=[O:8])[C:6]2[CH:20]=[CH:21][CH:22]=[C:4]([CH3:3])[CH:5]=2)=[CH:10]1, predict the reactants needed to synthesize it. The reactants are: [H-].[Na+].[CH3:3][C:4]1[CH:5]=[C:6]([CH:20]=[CH:21][CH:22]=1)[C:7]([CH:9]1[C:18](=[O:19])[C:17]2[C:12](=[CH:13][CH:14]=[CH:15][CH:16]=2)[NH:11][CH2:10]1)=[O:8].[F:23][C:24]1[CH:31]=[CH:30][CH:29]=[CH:28][C:25]=1[CH2:26]Br.